This data is from Catalyst prediction with 721,799 reactions and 888 catalyst types from USPTO. The task is: Predict which catalyst facilitates the given reaction. (1) Reactant: F[C:2]1[CH:17]=[C:16]([C:18]([F:21])([F:20])[F:19])[CH:15]=[CH:14][C:3]=1[C:4]([NH:6][C:7]1[CH:12]=[CH:11][NH:10][C:9](=[O:13])[CH:8]=1)=[O:5].[F:22][C:23]1[CH:28]=[CH:27][C:26]([OH:29])=[C:25]([CH2:30][OH:31])[CH:24]=1.C(=O)([O-])[O-].[Cs+].[Cs+]. Product: [F:22][C:23]1[CH:28]=[CH:27][C:26]([OH:29])=[C:25]([CH:24]=1)[CH2:30][O:31][C:2]1[CH:17]=[C:16]([C:18]([F:21])([F:20])[F:19])[CH:15]=[CH:14][C:3]=1[C:4]([NH:6][C:7]1[CH:12]=[CH:11][NH:10][C:9](=[O:13])[CH:8]=1)=[O:5]. The catalyst class is: 37. (2) Reactant: [CH3:1][O:2][C:3]1[C:4](=[O:27])[C:5]([CH3:26])=[C:6]([CH2:12][C:13]2[C:14]([O:22]C(=O)C)=[C:15]([CH:19]=[CH:20][CH:21]=2)[C:16]([OH:18])=[O:17])[C:7](=[O:11])[C:8]=1[O:9][CH3:10].C(=O)([O-])O.[Na+]. Product: [CH3:1][O:2][C:3]1[C:4](=[O:27])[C:5]([CH3:26])=[C:6]([CH2:12][C:13]2[C:14]([OH:22])=[C:15]([CH:19]=[CH:20][CH:21]=2)[C:16]([OH:18])=[O:17])[C:7](=[O:11])[C:8]=1[O:9][CH3:10]. The catalyst class is: 24. (3) Reactant: [N:1]1[C:10]2[CH:9]([NH:11][CH2:12][CH2:13][CH2:14][CH2:15][N:16]3[C:24](=[O:25])[C:23]4[C:18](=[CH:19][CH:20]=[CH:21][CH:22]=4)[C:17]3=[O:26])[CH2:8][CH2:7][CH2:6][C:5]=2[CH:4]=[CH:3][CH:2]=1.C(O[BH-](O[C:37](=O)[CH3:38])OC(=O)C)(=O)C.[Na+]. Product: [CH2:2]([N:1]1[CH:10]=[C:9]([CH3:8])[N:11]=[C:37]1[CH2:38][N:11]([CH:9]1[C:10]2[N:1]=[CH:2][CH:3]=[CH:4][C:5]=2[CH2:6][CH2:7][CH2:8]1)[CH2:12][CH2:13][CH2:14][CH2:15][N:16]1[C:24](=[O:25])[C:23]2[C:18](=[CH:19][CH:20]=[CH:21][CH:22]=2)[C:17]1=[O:26])[CH:3]=[CH2:4]. The catalyst class is: 2. (4) Reactant: [CH2:1]([O:8][C:9]1[CH:10]=[C:11]([S:15][C:16]2[CH:21]=[CH:20][C:19]([CH2:22][CH2:23][CH2:24][C:25]([C:32]([O:34]CC)=[O:33])([CH3:31])[C:26]([O:28][CH2:29][CH3:30])=[O:27])=[C:18]([Cl:37])[CH:17]=2)[CH:12]=[CH:13][CH:14]=1)[C:2]1[CH:7]=[CH:6][CH:5]=[CH:4][CH:3]=1.[OH-].[K+].Cl.C(OCC)(=O)C. Product: [CH2:1]([O:8][C:9]1[CH:10]=[C:11]([S:15][C:16]2[CH:21]=[CH:20][C:19]([CH2:22][CH2:23][CH2:24][C:25]([C:26]([O:28][CH2:29][CH3:30])=[O:27])([CH3:31])[C:32]([OH:34])=[O:33])=[C:18]([Cl:37])[CH:17]=2)[CH:12]=[CH:13][CH:14]=1)[C:2]1[CH:3]=[CH:4][CH:5]=[CH:6][CH:7]=1. The catalyst class is: 40.